The task is: Predict the product of the given reaction.. This data is from Forward reaction prediction with 1.9M reactions from USPTO patents (1976-2016). (1) Given the reactants [CH2:1]([O:8][C:9]1[CH:16]=[CH:15][C:12]([CH:13]=O)=[C:11]([OH:17])[CH:10]=1)[C:2]1[CH:7]=[CH:6][CH:5]=[CH:4][CH:3]=1.[OH-].[K+].O.NN.Cl, predict the reaction product. The product is: [CH2:1]([O:8][C:9]1[CH:16]=[CH:15][C:12]([CH3:13])=[C:11]([OH:17])[CH:10]=1)[C:2]1[CH:3]=[CH:4][CH:5]=[CH:6][CH:7]=1. (2) Given the reactants [C:1]([O:5][C:6]([N:8]1[CH2:12][CH2:11][CH2:10][C:9]1([C:15]1[CH:20]=[CH:19][C:18]([F:21])=[CH:17][CH:16]=1)[CH2:13][OH:14])=[O:7])([CH3:4])([CH3:3])[CH3:2].CC(OI1(OC(C)=O)(OC(C)=O)OC(=O)C2C=CC=CC1=2)=O, predict the reaction product. The product is: [C:1]([O:5][C:6]([N:8]1[CH2:12][CH2:11][CH2:10][C:9]1([C:15]1[CH:20]=[CH:19][C:18]([F:21])=[CH:17][CH:16]=1)[CH:13]=[O:14])=[O:7])([CH3:4])([CH3:2])[CH3:3].